Dataset: Peptide-MHC class II binding affinity with 134,281 pairs from IEDB. Task: Regression. Given a peptide amino acid sequence and an MHC pseudo amino acid sequence, predict their binding affinity value. This is MHC class II binding data. The peptide sequence is GELQIVDKIDAAFKL. The MHC is DRB1_0701 with pseudo-sequence DRB1_0701. The binding affinity (normalized) is 0.542.